Dataset: Forward reaction prediction with 1.9M reactions from USPTO patents (1976-2016). Task: Predict the product of the given reaction. (1) Given the reactants [C:1]([C:5]1[N:10]=[CH:9][C:8]([C:11]2[N:12]([C:32](Cl)=[O:33])[C@@:13]([C:25]3[CH:30]=[CH:29][C:28]([Cl:31])=[CH:27][CH:26]=3)([CH3:24])[C@@:14]([C:17]3[CH:22]=[CH:21][C:20]([Cl:23])=[CH:19][CH:18]=3)([CH3:16])[N:15]=2)=[C:7]([O:35][CH2:36][CH3:37])[CH:6]=1)([CH3:4])([CH3:3])[CH3:2].[C:38]([O:42][C:43](=[O:50])[NH:44][C@H:45]1[CH2:49][CH2:48][NH:47][CH2:46]1)([CH3:41])([CH3:40])[CH3:39], predict the reaction product. The product is: [C:38]([O:42][C:43](=[O:50])[NH:44][C@H:45]1[CH2:49][CH2:48][N:47]([C:32]([N:12]2[C@@:13]([C:25]3[CH:30]=[CH:29][C:28]([Cl:31])=[CH:27][CH:26]=3)([CH3:24])[C@@:14]([C:17]3[CH:22]=[CH:21][C:20]([Cl:23])=[CH:19][CH:18]=3)([CH3:16])[N:15]=[C:11]2[C:8]2[CH:9]=[N:10][C:5]([C:1]([CH3:4])([CH3:2])[CH3:3])=[CH:6][C:7]=2[O:35][CH2:36][CH3:37])=[O:33])[CH2:46]1)([CH3:41])([CH3:39])[CH3:40]. (2) Given the reactants [CH3:1][O:2][C:3]([C:5]1([C:8]2[CH:13]=[CH:12][C:11](B3OC(C)(C)C(C)(C)O3)=[CH:10][CH:9]=2)[CH2:7][CH2:6]1)=[O:4].[C:23]1([C@H:29]([O:31][C:32](=[O:47])[NH:33][C:34]2[N:35]([C:40]3[CH:45]=[CH:44][CH:43]=[C:42](Br)[CH:41]=3)[N:36]=[N:37][C:38]=2[CH3:39])[CH3:30])[CH:28]=[CH:27][CH:26]=[CH:25][CH:24]=1.COC1C=CC=C(OC)C=1C1C=CC=CC=1P(C1CCCCC1)C1CCCCC1.P([O-])([O-])([O-])=O.[K+].[K+].[K+], predict the reaction product. The product is: [CH3:1][O:2][C:3]([C:5]1([C:8]2[CH:9]=[CH:10][C:11]([C:44]3[CH:43]=[CH:42][CH:41]=[C:40]([N:35]4[C:34]([NH:33][C:32]([O:31][C@@H:29]([C:23]5[CH:28]=[CH:27][CH:26]=[CH:25][CH:24]=5)[CH3:30])=[O:47])=[C:38]([CH3:39])[N:37]=[N:36]4)[CH:45]=3)=[CH:12][CH:13]=2)[CH2:6][CH2:7]1)=[O:4]. (3) Given the reactants [CH3:1][O:2][C:3]1[CH:4]=[C:5]([CH:10]=[CH:11][C:12]=1OS(C(F)(F)F)(=O)=O)[C:6]([O:8][CH3:9])=[O:7].[Br-].[N:22]1[CH:27]=[CH:26][CH:25]=[CH:24][C:23]=1[Zn+], predict the reaction product. The product is: [CH3:1][O:2][C:3]1[CH:4]=[C:5]([CH:10]=[CH:11][C:12]=1[C:23]1[CH:24]=[CH:25][CH:26]=[CH:27][N:22]=1)[C:6]([O:8][CH3:9])=[O:7]. (4) The product is: [CH2:11]([O:10][C@@H:9]1[C@@:8]([C:27]#[C:28][Si:29]([CH2:32][CH3:33])([CH2:30][CH3:31])[CH2:34][CH3:35])([CH2:18][O:19][CH2:20][C:21]2[CH:22]=[CH:23][CH:24]=[CH:25][CH:26]=2)[O:7][C@@H:6]([N:36]2[C:45]3[N:44]=[CH:43][N:42]=[C:40]([NH2:41])[C:39]=3[N:38]=[CH:37]2)[C@@H:5]1[OH:4])[C:12]1[CH:13]=[CH:14][CH:15]=[CH:16][CH:17]=1. Given the reactants C([O:4][C@@H:5]1[C@H:9]([O:10][CH2:11][C:12]2[CH:17]=[CH:16][CH:15]=[CH:14][CH:13]=2)[C@@:8]([C:27]#[C:28][Si:29]([CH2:34][CH3:35])([CH2:32][CH3:33])[CH2:30][CH3:31])([CH2:18][O:19][CH2:20][C:21]2[CH:26]=[CH:25][CH:24]=[CH:23][CH:22]=2)[O:7][C@H:6]1[N:36]1[C:45]2[N:44]=[CH:43][N:42]=[C:40]([NH2:41])[C:39]=2[N:38]=[CH:37]1)(=O)C, predict the reaction product. (5) Given the reactants Cl[CH2:2][C:3]1[N:4]=[C:5]([C:9]2[CH:14]=[CH:13][CH:12]=[CH:11][CH:10]=2)[S:6][C:7]=1[CH3:8].C(=O)([O-])[O-].[K+].[K+].[O:21]=[CH:22][C:23]1[CH:31]=[CH:30][C:28]([OH:29])=[C:25]([O:26][CH3:27])[CH:24]=1.CN(C)C=O, predict the reaction product. The product is: [CH3:27][O:26][C:25]1[CH:24]=[C:23]([CH:31]=[CH:30][C:28]=1[O:29][CH2:2][C:3]1[N:4]=[C:5]([C:9]2[CH:14]=[CH:13][CH:12]=[CH:11][CH:10]=2)[S:6][C:7]=1[CH3:8])[CH:22]=[O:21]. (6) The product is: [Br:1][C:2]1[CH:7]=[CH:6][C:5]2[NH:8][C:18]([CH:17]=[CH:16][CH:10]3[CH2:15][CH2:14][CH2:13][CH2:12][CH2:11]3)=[N:9][C:4]=2[CH:3]=1. Given the reactants [Br:1][C:2]1[CH:3]=[C:4]([NH2:9])[C:5]([NH2:8])=[CH:6][CH:7]=1.[CH:10]1([CH:16]=[CH:17][C:18](Cl)=O)[CH2:15][CH2:14][CH2:13][CH2:12][CH2:11]1.C1(C)C=CC(S(O)(=O)=O)=CC=1, predict the reaction product. (7) Given the reactants [CH:1]([C:3]1[CH:8]=[CH:7][CH:6]=[CH:5][C:4]=1[CH2:9][C:10]([OH:12])=O)=O.[CH3:13][NH:14][NH2:15], predict the reaction product. The product is: [CH3:13][N:14]1[C:10](=[O:12])[CH2:9][C:4]2[CH:5]=[CH:6][CH:7]=[CH:8][C:3]=2[CH:1]=[N:15]1. (8) Given the reactants [S:1]([N:11]1[C:15]2=[N:16][CH:17]=[C:18]([CH:20]=O)[N:19]=[C:14]2[CH:13]=[CH:12]1)([C:4]1[CH:10]=[CH:9][C:7]([CH3:8])=[CH:6][CH:5]=1)(=[O:3])=[O:2].[CH3:22][C:23]([S@@:26]([NH2:28])=[O:27])([CH3:25])[CH3:24], predict the reaction product. The product is: [CH3:22][C:23]([S@@:26](/[N:28]=[CH:20]/[C:18]1[N:19]=[C:14]2[CH:13]=[CH:12][N:11]([S:1]([C:4]3[CH:10]=[CH:9][C:7]([CH3:8])=[CH:6][CH:5]=3)(=[O:3])=[O:2])[C:15]2=[N:16][CH:17]=1)=[O:27])([CH3:25])[CH3:24]. (9) Given the reactants [CH3:1][O:2][C:3](=[O:19])[CH2:4][C:5]1[C:14]([F:15])=[C:13]([OH:16])[C:12]2[C:7](=[CH:8][CH:9]=[C:10]([F:17])[CH:11]=2)[C:6]=1Br, predict the reaction product. The product is: [CH3:1][O:2][C:3](=[O:19])[CH2:4][C:5]1[C:14]([F:15])=[C:13]([OH:16])[C:12]2[C:7](=[CH:8][CH:9]=[C:10]([F:17])[CH:11]=2)[CH:6]=1. (10) Given the reactants [CH:1]1([CH2:7][CH2:8][CH2:9][O:10][C:11]2[CH:16]=[CH:15][C:14]([CH2:17][CH2:18][CH2:19][O:20][C:21]3[CH:26]=[CH:25][C:24]([C:27]([O:29][CH2:30][CH3:31])=[O:28])=[CH:23][C:22]=3CC(O)=O)=[CH:13][CH:12]=2)[CH2:6][CH2:5][CH2:4][CH2:3][CH2:2]1.[OH2:36].O[N:38]1[C:42]2[CH:43]=[CH:44][CH:45]=[CH:46][C:41]=2N=N1.Cl.CN(C)CCCN=C=N[CH2:56][CH3:57].C(N(CC)CC)C, predict the reaction product. The product is: [CH:1]1([CH2:7][CH2:8][CH2:9][O:10][C:11]2[CH:12]=[CH:13][C:14]([CH2:17][CH2:18][CH2:19][O:20][C:21]3[CH:26]=[CH:25][C:24]([C:27]([O:29][CH2:30][CH3:31])=[O:28])=[CH:23][C:22]=3[CH2:57][C:56]([NH:38][CH:42]3[CH2:43][CH2:44][CH2:45][CH:46]([C:27]([O:29][CH3:30])=[O:28])[CH2:41]3)=[O:36])=[CH:15][CH:16]=2)[CH2:2][CH2:3][CH2:4][CH2:5][CH2:6]1.